Dataset: NCI-60 drug combinations with 297,098 pairs across 59 cell lines. Task: Regression. Given two drug SMILES strings and cell line genomic features, predict the synergy score measuring deviation from expected non-interaction effect. (1) Drug 1: CC12CCC(CC1=CCC3C2CCC4(C3CC=C4C5=CN=CC=C5)C)O. Drug 2: CC1=CC2C(CCC3(C2CCC3(C(=O)C)OC(=O)C)C)C4(C1=CC(=O)CC4)C. Cell line: EKVX. Synergy scores: CSS=4.74, Synergy_ZIP=-2.55, Synergy_Bliss=2.16, Synergy_Loewe=1.33, Synergy_HSA=1.62. (2) Drug 1: CC12CCC(CC1=CCC3C2CCC4(C3CC=C4C5=CN=CC=C5)C)O. Drug 2: C1CN1P(=S)(N2CC2)N3CC3. Cell line: NCIH23. Synergy scores: CSS=17.5, Synergy_ZIP=-6.89, Synergy_Bliss=-10.6, Synergy_Loewe=-14.4, Synergy_HSA=-10.5. (3) Drug 1: C1CCC(CC1)NC(=O)N(CCCl)N=O. Drug 2: CN1C2=C(C=C(C=C2)N(CCCl)CCCl)N=C1CCCC(=O)O.Cl. Cell line: HCT-15. Synergy scores: CSS=31.1, Synergy_ZIP=-6.13, Synergy_Bliss=1.60, Synergy_Loewe=-10.4, Synergy_HSA=-0.546.